From a dataset of Catalyst prediction with 721,799 reactions and 888 catalyst types from USPTO. Predict which catalyst facilitates the given reaction. (1) Reactant: C[O:2][C:3](=O)[CH2:4][C:5]1[CH:6]=[C:7]2[C:12](=[CH:13][CH:14]=1)[N:11]=[C:10]([Cl:15])[CH:9]=[CH:8]2.[NH2:17][NH2:18]. Product: [Cl:15][C:10]1[CH:9]=[CH:8][C:7]2[C:12](=[CH:13][CH:14]=[C:5]([CH2:4][C:3]([NH:17][NH2:18])=[O:2])[CH:6]=2)[N:11]=1. The catalyst class is: 5. (2) Reactant: [F:1][C:2]1[CH:10]=[C:9]2[C:5](/[C:6](=[C:12]3\[O:13][C:14]([CH3:25])([CH3:24])[C:15]([C:17]4[CH:22]=[CH:21][N:20]=[C:19](F)[CH:18]=4)=[CH:16]\3)/[C:7](=[O:11])[NH:8]2)=[CH:4][CH:3]=1.[N:26]1([CH2:32][CH2:33][O:34][CH2:35][CH2:36][OH:37])[CH2:31][CH2:30][NH:29][CH2:28][CH2:27]1.O. Product: [F:1][C:2]1[CH:10]=[C:9]2[C:5](/[C:6](=[C:12]3\[O:13][C:14]([CH3:24])([CH3:25])[C:15]([C:17]4[CH:22]=[CH:21][N:20]=[C:19]([N:29]5[CH2:28][CH2:27][N:26]([CH2:32][CH2:33][O:34][CH2:35][CH2:36][OH:37])[CH2:31][CH2:30]5)[CH:18]=4)=[CH:16]\3)/[C:7](=[O:11])[NH:8]2)=[CH:4][CH:3]=1. The catalyst class is: 16.